This data is from Catalyst prediction with 721,799 reactions and 888 catalyst types from USPTO. The task is: Predict which catalyst facilitates the given reaction. (1) Reactant: CC(OC([NH:8][C@@H:9]([CH2:14][C:15]#[C:16][C:17]1[CH:22]=[CH:21][C:20]([O:23][CH2:24][C:25]2[CH:30]=[CH:29][CH:28]=[CH:27][C:26]=2[F:31])=[CH:19][N:18]=1)[C:10]([O:12][CH3:13])=[O:11])=O)(C)C.CO.C(Cl)(C)=O. Product: [NH2:8][C@@H:9]([CH2:14][C:15]#[C:16][C:17]1[CH:22]=[CH:21][C:20]([O:23][CH2:24][C:25]2[CH:30]=[CH:29][CH:28]=[CH:27][C:26]=2[F:31])=[CH:19][N:18]=1)[C:10]([O:12][CH3:13])=[O:11]. The catalyst class is: 13. (2) Reactant: [CH3:1][C:2]1[CH:7]=[C:6]([NH:8][C:9]2[CH:36]=[CH:35][C:12]([CH2:13][N:14]([CH:29]3[CH2:34][CH2:33][NH:32][CH2:31][CH2:30]3)[C:15](=[O:28])/[CH:16]=[CH:17]/[C:18]3[CH:23]=[CH:22][C:21]([C:24]([F:27])([F:26])[F:25])=[CH:20][CH:19]=3)=[CH:11][CH:10]=2)[CH:5]=[CH:4][N:3]=1.[CH3:37][O:38][CH2:39][C:40](=O)[CH3:41].CC(O)=O.C(O[BH-](OC(=O)C)OC(=O)C)(=O)C.[Na+].C([O-])(O)=O.[Na+]. Product: [CH3:37][O:38][CH2:39][CH:40]([N:32]1[CH2:31][CH2:30][CH:29]([N:14]([CH2:13][C:12]2[CH:11]=[CH:10][C:9]([NH:8][C:6]3[CH:5]=[CH:4][N:3]=[C:2]([CH3:1])[CH:7]=3)=[CH:36][CH:35]=2)[C:15](=[O:28])/[CH:16]=[CH:17]/[C:18]2[CH:23]=[CH:22][C:21]([C:24]([F:25])([F:26])[F:27])=[CH:20][CH:19]=2)[CH2:34][CH2:33]1)[CH3:41]. The catalyst class is: 2. (3) Reactant: [Br:1][C:2]1[CH:3]=[C:4]2[C:8](=[CH:9][CH:10]=1)[NH:7][C:6]1[C:11]([CH2:15][CH3:16])=[N:12][CH:13]=[CH:14][C:5]2=1.[H-].[Na+].I[CH3:20]. Product: [Br:1][C:2]1[CH:3]=[C:4]2[C:8](=[CH:9][CH:10]=1)[N:7]([CH3:20])[C:6]1[C:11]([CH2:15][CH3:16])=[N:12][CH:13]=[CH:14][C:5]2=1. The catalyst class is: 39. (4) Reactant: [Cl:1][C:2]1[N:11]=[C:10]([C:12]2[O:13][CH:14]=[CH:15][CH:16]=2)[C:9]([C:17]2[CH:22]=[CH:21][N:20]=[CH:19][N:18]=2)=[CH:8][C:3]=1[C:4]([O:6]C)=[O:5].[OH-].[Na+]. Product: [Cl:1][C:2]1[N:11]=[C:10]([C:12]2[O:13][CH:14]=[CH:15][CH:16]=2)[C:9]([C:17]2[CH:22]=[CH:21][N:20]=[CH:19][N:18]=2)=[CH:8][C:3]=1[C:4]([OH:6])=[O:5]. The catalyst class is: 8. (5) Reactant: C(O[CH:4]([O:11]CC)[CH2:5][CH2:6][NH:7][C:8](=[O:10])[CH3:9])C.[Li][CH2:15][CH2:16][CH2:17]C.C(Br)C=C.Cl. Product: [CH2:17]([N:7]([CH2:6][CH2:5][CH:4]=[O:11])[C:8](=[O:10])[CH3:9])[CH:16]=[CH2:15]. The catalyst class is: 20. (6) Reactant: CN(C)CCCN=C=NCC.O.[C:13]([NH:20][C@H:21]([C:26]([OH:28])=O)[CH2:22][CH:23]([CH3:25])[CH3:24])([O:15][C:16]([CH3:19])([CH3:18])[CH3:17])=[O:14].OC1C2N=NNC=2C=CC=1.[CH2:39]([O:46][C:47]([N:49]1[CH2:55][CH:54]([OH:56])[CH:53]([NH2:57])[CH2:52][CH2:51][CH:50]1[CH3:58])=[O:48])[C:40]1[CH:45]=[CH:44][CH:43]=[CH:42][CH:41]=1. The catalyst class is: 31. Product: [CH2:39]([O:46][C:47]([N:49]1[CH2:55][C@H:54]([OH:56])[C@@H:53]([NH:57][C:26](=[O:28])[C@@H:21]([NH:20][C:13]([O:15][C:16]([CH3:17])([CH3:18])[CH3:19])=[O:14])[CH2:22][CH:23]([CH3:24])[CH3:25])[CH2:52][CH2:51][C@H:50]1[CH3:58])=[O:48])[C:40]1[CH:41]=[CH:42][CH:43]=[CH:44][CH:45]=1. (7) Reactant: [N+:1]([C:4]1[CH:5]=[C:6]([CH:10]2[C:19]3[C:14](=[C:15]4[CH:23]=[CH:22][CH:21]=[CH:20][C:16]4=[CH:17][CH:18]=3)[NH:13][C:12](=[O:24])[CH2:11]2)[CH:7]=[CH:8][CH:9]=1)([O-])=O.O.NN. Product: [NH2:1][C:4]1[CH:5]=[C:6]([CH:10]2[C:19]3[C:14](=[C:15]4[CH:23]=[CH:22][CH:21]=[CH:20][C:16]4=[CH:17][CH:18]=3)[NH:13][C:12](=[O:24])[CH2:11]2)[CH:7]=[CH:8][CH:9]=1. The catalyst class is: 29. (8) Reactant: C([O:8][C:9]1[CH:14]=[CH:13][C:12]([C:15]2[CH:19]=[C:18]([NH:20]/[C:21](/[NH:35][C:36]([CH3:39])([CH3:38])[CH3:37])=[N:22]\[C:23](=[O:34])[C:24]3[CH:29]=[CH:28][C:27]([C:30]([F:33])([F:32])[F:31])=[CH:26][CH:25]=3)[NH:17][N:16]=2)=[CH:11][CH:10]=1)C1C=CC=CC=1.[H][H]. Product: [C:36]([NH:35]/[C:21](/[NH:20][C:18]1[NH:17][N:16]=[C:15]([C:12]2[CH:13]=[CH:14][C:9]([OH:8])=[CH:10][CH:11]=2)[CH:19]=1)=[N:22]/[C:23](=[O:34])[C:24]1[CH:25]=[CH:26][C:27]([C:30]([F:32])([F:33])[F:31])=[CH:28][CH:29]=1)([CH3:39])([CH3:37])[CH3:38]. The catalyst class is: 19.